This data is from Catalyst prediction with 721,799 reactions and 888 catalyst types from USPTO. The task is: Predict which catalyst facilitates the given reaction. (1) Reactant: Cl[C:2]1[C:11]2=[N:12][N:13](CC3C=CC(OC)=CC=3)[CH:14]=[C:10]2[C:9]2[CH:8]=[C:7]([O:24][CH3:25])[CH:6]=[CH:5][C:4]=2[N:3]=1.[NH2:26][C:27]1[CH:32]=[CH:31][C:30]([C:33]2[CH:38]=[CH:37][C:36]([C:39]([OH:41])=[O:40])=[CH:35][CH:34]=2)=[CH:29][CH:28]=1.Cl. Product: [CH3:25][O:24][C:7]1[CH:6]=[CH:5][C:4]2[N:3]=[C:2]([NH:26][C:27]3[CH:28]=[CH:29][C:30]([C:33]4[CH:38]=[CH:37][C:36]([C:39]([OH:41])=[O:40])=[CH:35][CH:34]=4)=[CH:31][CH:32]=3)[C:11]3=[N:12][NH:13][CH:14]=[C:10]3[C:9]=2[CH:8]=1. The catalyst class is: 71. (2) Reactant: I[C:2]1[N:14]([S:15]([C:18]2[CH:24]=[CH:23][C:21]([CH3:22])=[CH:20][CH:19]=2)(=[O:17])=[O:16])[C:5]2=[N:6][CH:7]=[C:8]3[CH:12]=[N:11][N:10]([CH3:13])[C:9]3=[C:4]2[CH:3]=1.[CH3:25][S:26]([C:29]1[CH:30]=[C:31](B(O)O)[CH:32]=[CH:33][CH:34]=1)(=[O:28])=[O:27].C([O-])([O-])=O.[Na+].[Na+]. Product: [CH3:13][N:10]1[C:9]2=[C:4]3[CH:3]=[C:2]([C:33]4[CH:32]=[CH:31][CH:30]=[C:29]([S:26]([CH3:25])(=[O:28])=[O:27])[CH:34]=4)[N:14]([S:15]([C:18]4[CH:24]=[CH:23][C:21]([CH3:22])=[CH:20][CH:19]=4)(=[O:17])=[O:16])[C:5]3=[N:6][CH:7]=[C:8]2[CH:12]=[N:11]1. The catalyst class is: 70. (3) Reactant: [N+:1]([C:4]1[CH:9]=[CH:8][C:7]([C:10]([NH:12][C:13]2[CH:18]=[CH:17][C:16]([CH3:19])=[C:15]([NH:20][C:21]3[N:26]=[C:25]([C:27]4[CH:28]=[N:29][CH:30]=[CH:31][CH:32]=4)[CH:24]=[CH:23][N:22]=3)[CH:14]=2)=[O:11])=[CH:6][CH:5]=1)([O-])=O.[CH3:33][N:34]1[CH2:38][CH2:37][C:36](=O)[CH2:35]1. Product: [CH3:19][C:16]1[CH:17]=[CH:18][C:13]([NH:12][C:10]([C:7]2[CH:8]=[CH:9][C:4]([NH:1][CH:36]3[CH2:37][CH2:38][N:34]([CH3:33])[CH2:35]3)=[CH:5][CH:6]=2)=[O:11])=[CH:14][C:15]=1[NH:20][C:21]1[N:26]=[C:25]([C:27]2[CH:28]=[N:29][CH:30]=[CH:31][CH:32]=2)[CH:24]=[CH:23][N:22]=1. The catalyst class is: 14. (4) Reactant: [C:1]([NH:5][C:6](=[O:51])[NH:7][C@@H:8]([C:47]([CH3:50])([CH3:49])[CH3:48])[C:9]([N:11]1[CH2:15][C@H:14]([O:16][C:17]2[C:18]3[CH:31]=[CH:30][S:29][C:19]=3[N:20]=[C:21]([C:23]3[CH:28]=[CH:27][CH:26]=[CH:25][N:24]=3)[N:22]=2)[CH2:13][C@H:12]1[C:32]([NH:34][C@@H:35]([CH2:44][CH2:45][CH3:46])[CH:36]([OH:43])[C:37]([NH:39][CH:40]1[CH2:42][CH2:41]1)=[O:38])=[O:33])=[O:10])([CH3:4])([CH3:3])[CH3:2].CC(OI1(OC(C)=O)(OC(C)=O)OC(=O)C2C=CC=CC1=2)=O. Product: [C:1]([NH:5][C:6](=[O:51])[NH:7][C@@H:8]([C:47]([CH3:50])([CH3:49])[CH3:48])[C:9]([N:11]1[CH2:15][C@H:14]([O:16][C:17]2[C:18]3[CH:31]=[CH:30][S:29][C:19]=3[N:20]=[C:21]([C:23]3[CH:28]=[CH:27][CH:26]=[CH:25][N:24]=3)[N:22]=2)[CH2:13][C@H:12]1[C:32]([NH:34][C@@H:35]([CH2:44][CH2:45][CH3:46])[C:36](=[O:43])[C:37]([NH:39][CH:40]1[CH2:41][CH2:42]1)=[O:38])=[O:33])=[O:10])([CH3:3])([CH3:4])[CH3:2]. The catalyst class is: 4. (5) Reactant: [CH2:1]([NH:8][C:9]1[C:10]([NH2:16])=[CH:11][CH:12]=[C:13]([F:15])[CH:14]=1)[C:2]1[CH:7]=[CH:6][CH:5]=[CH:4][CH:3]=1.[C:17]([O:21][C:22]([NH:24][C@@H:25]([CH3:29])[C:26](O)=[O:27])=[O:23])([CH3:20])([CH3:19])[CH3:18].C1C=NC2N(O)N=NC=2C=1.CN(C)CCCN=C=NCC. Product: [C:17]([O:21][C:22](=[O:23])[NH:24][C@H:25]([C:26](=[O:27])[NH:16][C:10]1[CH:11]=[CH:12][C:13]([F:15])=[CH:14][C:9]=1[NH:8][CH2:1][C:2]1[CH:3]=[CH:4][CH:5]=[CH:6][CH:7]=1)[CH3:29])([CH3:18])([CH3:19])[CH3:20]. The catalyst class is: 2. (6) Reactant: [Br:1][C:2]1[S:6][CH:5]=[C:4]([C:7]([OH:9])=O)[CH:3]=1.C(N(CC)C(C)C)(C)C.ON1C2C=CC=CC=2N=N1.Cl.C(N=C=NCCCN(C)C)C.[CH2:41]([NH2:48])[C:42]1[CH:47]=[CH:46][CH:45]=[CH:44][CH:43]=1. Product: [CH2:41]([NH:48][C:7]([C:4]1[CH:3]=[C:2]([Br:1])[S:6][CH:5]=1)=[O:9])[C:42]1[CH:47]=[CH:46][CH:45]=[CH:44][CH:43]=1. The catalyst class is: 42.